Dataset: Reaction yield outcomes from USPTO patents with 853,638 reactions. Task: Predict the reaction yield, written as a fraction of the theoretical maximum amount of product (1.0 means a 100% yield; for example, 0.34 means a 34% yield). The reactants are [F:1][C:2]1[CH:7]=[CH:6][C:5]([C:8]2[CH:12]=[C:11]([CH2:13][CH2:14][CH:15]=O)[O:10][N:9]=2)=[CH:4][CH:3]=1.[CH2:17]([N:24]1[CH2:29][CH2:28][NH:27][CH2:26][CH2:25]1)[C:18]1[CH:23]=[CH:22][CH:21]=[CH:20][CH:19]=1.[BH-](OC(C)=O)(OC(C)=O)OC(C)=O.[Na+]. The catalyst is C(Cl)Cl. The product is [F:1][C:2]1[CH:7]=[CH:6][C:5]([C:8]2[CH:12]=[C:11]([CH2:13][CH2:14][CH2:15][N:27]3[CH2:28][CH2:29][N:24]([CH2:17][C:18]4[CH:19]=[CH:20][CH:21]=[CH:22][CH:23]=4)[CH2:25][CH2:26]3)[O:10][N:9]=2)=[CH:4][CH:3]=1. The yield is 0.740.